Dataset: Peptide-MHC class I binding affinity with 185,985 pairs from IEDB/IMGT. Task: Regression. Given a peptide amino acid sequence and an MHC pseudo amino acid sequence, predict their binding affinity value. This is MHC class I binding data. (1) The MHC is HLA-B44:02 with pseudo-sequence HLA-B44:02. The binding affinity (normalized) is 0.0847. The peptide sequence is GLRWHVRAF. (2) The peptide sequence is FMIVNNFPV. The MHC is HLA-C07:01 with pseudo-sequence HLA-C07:01. The binding affinity (normalized) is 0.404. (3) The peptide sequence is YQAVVPLVY. The binding affinity (normalized) is 0.331. The MHC is Mamu-A02 with pseudo-sequence Mamu-A02.